From a dataset of Catalyst prediction with 721,799 reactions and 888 catalyst types from USPTO. Predict which catalyst facilitates the given reaction. (1) Reactant: [Cl:1][C:2]1[CH:7]=[CH:6][C:5]([CH:8]([NH:15][C:16]([N:18]2[CH2:27][CH2:26][C:25]3[CH:24]=[N:23][C:22]([NH:28][CH:29]4[CH2:34][CH2:33][O:32][CH2:31][CH2:30]4)=[N:21][C:20]=3[CH2:19]2)=[O:17])[C:9]([NH:11][NH:12][CH:13]=O)=[O:10])=[CH:4][C:3]=1[F:35].CCN(C(C)C)C(C)C.C1C=CC(P(C2C=CC=CC=2)C2C=CC=CC=2)=CC=1.ClC(Cl)(Cl)C(Cl)(Cl)Cl. Product: [Cl:1][C:2]1[CH:7]=[CH:6][C:5]([CH:8]([C:9]2[O:10][CH:13]=[N:12][N:11]=2)[NH:15][C:16]([N:18]2[CH2:27][CH2:26][C:25]3[CH:24]=[N:23][C:22]([NH:28][CH:29]4[CH2:34][CH2:33][O:32][CH2:31][CH2:30]4)=[N:21][C:20]=3[CH2:19]2)=[O:17])=[CH:4][C:3]=1[F:35]. The catalyst class is: 23. (2) Reactant: BrC1C=CC(S(C)(=O)=O)=C(Cl)C=1Cl.[OH-].[Na+].[Na].[Br:17][C:18]1[C:19]([Cl:29])=[C:20]([OH:28])[C:21]([S:24]([CH3:27])(=[O:26])=[O:25])=[CH:22][CH:23]=1.Cl. Product: [Br:17][C:18]1[C:19]([Cl:29])=[C:20]([OH:28])[C:21]([S:24]([CH3:27])(=[O:26])=[O:25])=[CH:22][CH:23]=1. The catalyst class is: 803. (3) Reactant: [CH2:1]1[CH2:17][S:16][C:7]2[C:8]3[CH:14]=[C:13]([OH:15])[CH:12]=[CH:11][C:9]=3[S:10][C:6]=2[C:4](=[O:5])[NH:3][CH2:2]1.[C:18]([O-])([O-])=O.[K+].[K+].CI. Product: [CH3:18][O:15][C:13]1[CH:12]=[CH:11][C:9]2[S:10][C:6]3[C:4](=[O:5])[NH:3][CH2:2][CH2:1][CH2:17][S:16][C:7]=3[C:8]=2[CH:14]=1. The catalyst class is: 3. (4) Reactant: [F:1][C:2]1[CH:27]=[CH:26][CH:25]=[C:24]([F:28])[C:3]=1[CH2:4][N:5]1[C:9]2[CH:10]=[CH:11][CH:12]=[C:13]([CH2:14]O)[C:8]=2[N:7]=[C:6]1[C:16]1[C:21]([F:22])=[CH:20][CH:19]=[CH:18][C:17]=1[F:23].O=S(Cl)[Cl:31]. Product: [F:1][C:2]1[CH:27]=[CH:26][CH:25]=[C:24]([F:28])[C:3]=1[CH2:4][N:5]1[C:9]2[CH:10]=[CH:11][CH:12]=[C:13]([CH2:14][Cl:31])[C:8]=2[N:7]=[C:6]1[C:16]1[C:21]([F:22])=[CH:20][CH:19]=[CH:18][C:17]=1[F:23]. The catalyst class is: 22. (5) The catalyst class is: 88. Reactant: Br.Br[CH2:3][C:4]([C:6]1[CH:11]=[CH:10][N:9]=[CH:8][CH:7]=1)=O.[OH:12][C:13]1[CH:14]=[C:15]([NH:19][C:20]([NH2:22])=[S:21])[CH:16]=[CH:17][CH:18]=1.N. Product: [N:9]1[CH:10]=[CH:11][C:6]([C:4]2[N:22]=[C:20]([NH:19][C:15]3[CH:14]=[C:13]([OH:12])[CH:18]=[CH:17][CH:16]=3)[S:21][CH:3]=2)=[CH:7][CH:8]=1.